Dataset: Full USPTO retrosynthesis dataset with 1.9M reactions from patents (1976-2016). Task: Predict the reactants needed to synthesize the given product. (1) Given the product [CH3:24][C:19]1[C:18]([C:13]2[N:8]3[N:9]=[C:10]([CH3:12])[CH:11]=[C:6]([CH:3]([CH2:4][CH3:5])[CH2:1][CH3:2])[C:7]3=[N:15][C:14]=2[CH3:16])=[C:22]([CH3:23])[O:21][N:20]=1, predict the reactants needed to synthesize it. The reactants are: [CH2:1]([CH:3]([C:6]1[C:7]2[N:8]([CH:13]=[C:14]([CH3:16])[N:15]=2)[N:9]=[C:10]([CH3:12])[CH:11]=1)[CH2:4][CH3:5])[CH3:2].Br[C:18]1[C:19]([CH3:24])=[N:20][O:21][C:22]=1[CH3:23].C(=O)([O-])[O-].[Cs+].[Cs+]. (2) Given the product [CH3:17][C:18]1[N:22]=[CH:21][NH:20][C:19]=1[CH:23]=[C:9]1[C:8]2[C:12](=[CH:13][CH:14]=[CH:15][C:7]=2[C:4]2[CH:5]=[CH:6][N:1]=[CH:2][CH:3]=2)[NH:11][C:10]1=[O:16], predict the reactants needed to synthesize it. The reactants are: [N:1]1[CH:6]=[CH:5][C:4]([C:7]2[CH:15]=[CH:14][CH:13]=[C:12]3[C:8]=2[CH2:9][C:10](=[O:16])[NH:11]3)=[CH:3][CH:2]=1.[CH3:17][C:18]1[N:22]=[CH:21][NH:20][C:19]=1[CH:23]=O. (3) Given the product [C:8]([C:11]1[CH:16]=[CH:15][C:14]([S:17]([NH:26][CH2:25][CH2:24][C:23]([F:28])([F:27])[F:22])(=[O:19])=[O:18])=[CH:13][CH:12]=1)(=[O:10])[CH3:9], predict the reactants needed to synthesize it. The reactants are: CN1CCOCC1.[C:8]([C:11]1[CH:16]=[CH:15][C:14]([S:17](Cl)(=[O:19])=[O:18])=[CH:13][CH:12]=1)(=[O:10])[CH3:9].Cl.[F:22][C:23]([F:28])([F:27])[CH2:24][CH2:25][NH2:26]. (4) Given the product [CH3:46][O:47][C:48](=[O:79])[NH:49][C@H:50]([C:54]([N:56]1[CH2:60][CH2:59][CH2:58][C@H:57]1[C:61]1[NH:62][CH:63]=[C:64]([C:66]2[CH:67]=[CH:68][C:69]([C:72]3[CH:73]=[CH:74][C:75]([NH:78][C:1]([C:2]4[CH:22]=[N:21][C:20]([N:17]5[CH2:16][CH2:15][NH:14][CH2:19][CH2:18]5)=[CH:25][CH:24]=4)=[O:5])=[CH:76][CH:77]=3)=[CH:70][CH:71]=2)[N:65]=1)=[O:55])[CH:51]([CH3:53])[CH3:52], predict the reactants needed to synthesize it. The reactants are: [C:1](Cl)(=[O:5])[C:2](Cl)=O.C(OC([N:14]1[CH2:19][CH2:18][N:17]([C:20]2[CH:25]=[CH:24]C(C(O)=O)=[CH:22][N:21]=2)[CH2:16][CH2:15]1)=O)(C)(C)C.ClCCl.CN(C)C=O.C(N(CC)C(C)C)(C)C.[CH3:46][O:47][C:48](=[O:79])[NH:49][C@H:50]([C:54]([N:56]1[CH2:60][CH2:59][CH2:58][C@H:57]1[C:61]1[NH:62][CH:63]=[C:64]([C:66]2[CH:71]=[CH:70][C:69]([C:72]3[CH:77]=[CH:76][C:75]([NH2:78])=[CH:74][CH:73]=3)=[CH:68][CH:67]=2)[N:65]=1)=[O:55])[CH:51]([CH3:53])[CH3:52].O1CCOCC1. (5) Given the product [CH:28]1[C:36]2[C:35]3[CH:37]=[CH:38][CH:39]=[CH:40][C:34]=3[O:33][C:32]=2[C:31]([C:41]2[CH:42]=[CH:43][C:44]3[N:45]([C:6]4[CH:7]=[CH:2][CH:3]=[C:4]([C:8]5[C:21]6[C:16]([C:15]([C:22]7[CH:27]=[CH:26][CH:25]=[CH:24][CH:23]=7)=[C:14]7[C:9]=5[CH:10]=[CH:11][CH:12]=[CH:13]7)=[CH:17][CH:18]=[CH:19][CH:20]=6)[CH:5]=4)[C:46]4[C:51]([C:52]=3[CH:53]=2)=[CH:50][CH:49]=[CH:48][CH:47]=4)=[CH:30][CH:29]=1, predict the reactants needed to synthesize it. The reactants are: Br[C:2]1[CH:3]=[C:4]([C:8]2[C:9]3[C:14]([C:15]([C:22]4[CH:27]=[CH:26][CH:25]=[CH:24][CH:23]=4)=[C:16]4[C:21]=2[CH:20]=[CH:19][CH:18]=[CH:17]4)=[CH:13][CH:12]=[CH:11][CH:10]=3)[CH:5]=[CH:6][CH:7]=1.[CH:28]1[C:36]2[C:35]3[CH:37]=[CH:38][CH:39]=[CH:40][C:34]=3[O:33][C:32]=2[C:31]([C:41]2[CH:42]=[CH:43][C:44]3[NH:45][C:46]4[C:51]([C:52]=3[CH:53]=2)=[CH:50][CH:49]=[CH:48][CH:47]=4)=[CH:30][CH:29]=1.CC(C)([O-])C.[Na+].C(P(C(C)(C)C)C(C)(C)C)(C)(C)C. (6) Given the product [NH2:17][C:18]1[CH:23]=[CH:22][C:21]([S:24][C:25]2[CH:30]=[CH:29][C:28]([C:31]([NH:32][C:33]3[CH:38]=[CH:37][C:36]([Cl:39])=[CH:35][N:34]=3)=[O:40])=[CH:27][C:26]=2[NH:41][C:42]2[C:43]3[CH:51]=[CH:50][C:49]([CH:52]([CH3:54])[CH3:53])=[N:48][C:44]=3[N:45]=[CH:46][N:47]=2)=[CH:20][CH:19]=1, predict the reactants needed to synthesize it. The reactants are: C1C2C(COC(=O)[NH:17][C:18]3[CH:23]=[CH:22][C:21]([S:24][C:25]4[CH:30]=[CH:29][C:28]([C:31](=[O:40])[NH:32][C:33]5[CH:38]=[CH:37][C:36]([Cl:39])=[CH:35][N:34]=5)=[CH:27][C:26]=4[NH:41][C:42]4[C:43]5[CH:51]=[CH:50][C:49]([CH:52]([CH3:54])[CH3:53])=[N:48][C:44]=5[N:45]=[CH:46][N:47]=4)=[CH:20][CH:19]=3)C3C(=CC=CC=3)C=2C=CC=1.O.[OH-].[Li+].Cl.